From a dataset of Reaction yield outcomes from USPTO patents with 853,638 reactions. Predict the reaction yield, written as a fraction of the theoretical maximum amount of product (1.0 means a 100% yield; for example, 0.34 means a 34% yield). (1) The reactants are C(OC(C)C)(C)C.[NH2:8][C@H:9]([C:14]([OH:16])=[O:15])[C:10]([CH3:13])([CH3:12])[CH3:11]. The catalyst is CC(C)=O. The product is [NH2:8][C@@H:9]([C:14]([OH:16])=[O:15])[C:10]([CH3:13])([CH3:12])[CH3:11]. The yield is 0.900. (2) The reactants are [CH3:1][C:2]1([CH3:32])[CH2:7][CH2:6][C:5]([C:8]2[CH:13]=[C:12]([C:14]([NH:17][CH2:18][CH2:19][O:20][CH3:21])([CH3:16])[CH3:15])[CH:11]=[CH:10][C:9]=2[NH:22][C:23]([C:25]2[NH:26][CH:27]=[C:28]([C:30]#[N:31])[N:29]=2)=[O:24])=[CH:4][CH2:3]1.[ClH:33]. The product is [ClH:33].[CH3:1][C:2]1([CH3:32])[CH2:7][CH2:6][C:5]([C:8]2[CH:13]=[C:12]([C:14]([NH:17][CH2:18][CH2:19][O:20][CH3:21])([CH3:15])[CH3:16])[CH:11]=[CH:10][C:9]=2[NH:22][C:23]([C:25]2[NH:26][CH:27]=[C:28]([C:30]#[N:31])[N:29]=2)=[O:24])=[CH:4][CH2:3]1. The catalyst is C(O)(C)C. The yield is 0.540.